This data is from Catalyst prediction with 721,799 reactions and 888 catalyst types from USPTO. The task is: Predict which catalyst facilitates the given reaction. Reactant: C(OCC)(=O)CC(OCC)=O.[H-].[Na+].C1(CBr)CC1.[CH2:19]([O:21][C:22](=[O:33])[CH:23]([CH2:29][CH2:30][CH:31]=[CH2:32])[C:24]([O:26][CH2:27][CH3:28])=[O:25])[CH3:20]. Product: [CH2:19]([O:21][C:22](=[O:33])[CH:23]([CH2:29][CH:30]1[CH2:32][CH2:31]1)[C:24]([O:26][CH2:27][CH3:28])=[O:25])[CH3:20]. The catalyst class is: 1.